Dataset: Catalyst prediction with 721,799 reactions and 888 catalyst types from USPTO. Task: Predict which catalyst facilitates the given reaction. Reactant: [NH2:1][C:2]1[N:7]=[CH:6][N:5]=[C:4]2[N:8]([CH:12]([C:14]3[O:15][C:16](=[O:30])[C:17]4[C:22]([C:23]=3[C:24]3[CH:29]=[CH:28][CH:27]=[CH:26][CH:25]=3)=[CH:21][CH:20]=[CH:19][CH:18]=4)[CH3:13])[N:9]=[C:10](I)[C:3]=12.C([O-])([O-])=O.[K+].[K+].[NH2:37][C:38]1[N:43]=[CH:42][C:41](B(O)O)=[CH:40][N:39]=1. Product: [NH2:1][C:2]1[N:7]=[CH:6][N:5]=[C:4]2[N:8]([CH:12]([C:14]3[O:15][C:16](=[O:30])[C:17]4[C:22]([C:23]=3[C:24]3[CH:29]=[CH:28][CH:27]=[CH:26][CH:25]=3)=[CH:21][CH:20]=[CH:19][CH:18]=4)[CH3:13])[N:9]=[C:10]([C:41]3[CH:40]=[N:39][C:38]([NH2:37])=[N:43][CH:42]=3)[C:3]=12. The catalyst class is: 75.